Dataset: Full USPTO retrosynthesis dataset with 1.9M reactions from patents (1976-2016). Task: Predict the reactants needed to synthesize the given product. (1) Given the product [CH3:1][CH:2]1[CH2:7][NH:6][CH2:5][CH2:4][N:3]1[CH2:8][CH:9]=[N:10][CH:11]([CH3:12])[CH3:15], predict the reactants needed to synthesize it. The reactants are: [CH3:1][CH:2]1[CH2:7][NH:6][CH2:5][CH2:4][N:3]1[CH2:8][CH:9]=[N:10][CH2:11][CH:12](C)C.[CH2:15](OCC(COCC1OC1)(COCC1OC1)COCC1OC1)C1OC1. (2) Given the product [O:46]=[C:44]1[C:43]2[C:42](=[CH:50][CH:49]=[CH:48][CH:47]=2)[C:41](=[O:51])[N:45]1[CH2:2][CH2:3][N:4]1[C:13]2[N:12]=[C:11]([C:14]#[N:15])[N:10]=[C:9]([N:16]3[CH2:21][CH2:20][CH2:19][CH2:18][CH2:17]3)[C:8]=2[NH:7][CH2:6][CH2:5]1, predict the reactants needed to synthesize it. The reactants are: O[CH2:2][CH2:3][N:4]1[C:13]2[N:12]=[C:11]([C:14]#[N:15])[N:10]=[C:9]([N:16]3[CH2:21][CH2:20][CH2:19][CH2:18][CH2:17]3)[C:8]=2[NH:7][CH2:6][CH2:5]1.C1(P(C2C=CC=CC=2)C2C=CC=CC=2)C=CC=CC=1.[C:41]1(=[O:51])[NH:45][C:44](=[O:46])[C:43]2=[CH:47][CH:48]=[CH:49][CH:50]=[C:42]12.CCOC(/N=N/C(OCC)=O)=O.